Dataset: Forward reaction prediction with 1.9M reactions from USPTO patents (1976-2016). Task: Predict the product of the given reaction. (1) Given the reactants [CH:1]1([CH2:7][C:8]([CH3:17])([C:14](=O)[CH3:15])[C:9](OCC)=[O:10])[CH2:6][CH2:5][CH2:4][CH2:3][CH2:2]1.[NH2:18][NH2:19], predict the reaction product. The product is: [CH:1]1([CH2:7][C:8]2([CH3:17])[C:9](=[O:10])[NH:19][N:18]=[C:14]2[CH3:15])[CH2:6][CH2:5][CH2:4][CH2:3][CH2:2]1. (2) Given the reactants [CH3:1][O:2][C:3]([C:5]1[N:6]=[CH:7][C:8]2[C:13]([C:14]=1[OH:15])=[CH:12][CH:11]=[C:10]([CH2:16][C:17]1[CH:22]=[CH:21][CH:20]=[CH:19][CH:18]=1)[CH:9]=2)=[O:4].[Br:23]N1C(=O)CCC1=O, predict the reaction product. The product is: [CH3:1][O:2][C:3]([C:5]1[N:6]=[C:7]([Br:23])[C:8]2[C:13]([C:14]=1[OH:15])=[CH:12][CH:11]=[C:10]([CH2:16][C:17]1[CH:22]=[CH:21][CH:20]=[CH:19][CH:18]=1)[CH:9]=2)=[O:4]. (3) Given the reactants [Cl:1][C:2]1[CH:3]=[C:4]([C:8]2[CH:13]=[C:12]([C:14](=[O:33])[NH:15][CH2:16][CH2:17][CH2:18][CH2:19][CH2:20][CH2:21][CH2:22][CH2:23][N:24]3[C:32]4[C:27](=[CH:28][CH:29]=[CH:30][CH:31]=4)[CH:26]=[CH:25]3)[CH:11]=[C:10]([C:34]3[CH:39]=[CH:38][CH:37]=[C:36]([Cl:40])[CH:35]=3)[C:9]=2[O:41]CCCCC(OCC)=O)[CH:5]=[CH:6][CH:7]=1.[OH-].[K+], predict the reaction product. The product is: [N:24]1([CH2:23][CH2:22][CH2:21][CH2:20][CH2:19][CH2:18][CH2:17][CH2:16][NH:15][C:14](=[O:33])[C:12]2[CH:13]=[C:8]([C:4]3[CH:5]=[CH:6][CH:7]=[C:2]([Cl:1])[CH:3]=3)[C:9]([OH:41])=[C:10]([C:34]3[CH:39]=[CH:38][CH:37]=[C:36]([Cl:40])[CH:35]=3)[CH:11]=2)[C:32]2[C:27](=[CH:28][CH:29]=[CH:30][CH:31]=2)[CH:26]=[CH:25]1. (4) Given the reactants [O:1]1[C:6]2[CH:7]=[CH:8][CH:9]=[CH:10][C:5]=2[O:4][CH2:3][CH:2]1[CH2:11][N:12]1[CH2:17][CH2:16][CH2:15][C:14]([CH2:21][CH3:22])([CH2:18][O:19][CH3:20])[CH2:13]1.[CH2:23](Br)[CH:24]=C, predict the reaction product. The product is: [CH2:20]([O:19][CH2:18][C:14]1([CH2:21][CH3:22])[CH2:15][CH2:16][CH2:17][N:12]([CH2:11][CH:2]2[O:1][C:6]3[CH:7]=[CH:8][CH:9]=[CH:10][C:5]=3[O:4][CH2:3]2)[CH2:13]1)[CH:23]=[CH2:24]. (5) Given the reactants C[N+]1([O-])CCOCC1.[CH3:9][C@H:10]1[O:15][C@@H:14]([CH3:16])[CH2:13][N:12]([C:17]2[C:22]([CH2:23][OH:24])=[CH:21][C:20]([C:25]([C:27]3[CH:32]=[CH:31][CH:30]=[CH:29][CH:28]=3)=[O:26])=[C:19]([F:33])[C:18]=2[F:34])[CH2:11]1, predict the reaction product. The product is: [CH3:16][C@H:14]1[O:15][C@@H:10]([CH3:9])[CH2:11][N:12]([C:17]2[C:18]([F:34])=[C:19]([F:33])[C:20]([C:25]([C:27]3[CH:32]=[CH:31][CH:30]=[CH:29][CH:28]=3)=[O:26])=[CH:21][C:22]=2[CH:23]=[O:24])[CH2:13]1. (6) Given the reactants [Cl:1][C:2]1[N:3]=[CH:4][C:5]2[NH:11][C:10](=[O:12])[C:9]([F:14])([F:13])[CH2:8][N:7]([CH:15]3[CH2:19][CH2:18][C@@H:17]([CH3:20])[CH2:16]3)[C:6]=2[N:21]=1.[H-].[Na+].[CH3:24]I.Cl, predict the reaction product. The product is: [Cl:1][C:2]1[N:3]=[CH:4][C:5]2[N:11]([CH3:24])[C:10](=[O:12])[C:9]([F:14])([F:13])[CH2:8][N:7]([CH:15]3[CH2:19][CH2:18][C@@H:17]([CH3:20])[CH2:16]3)[C:6]=2[N:21]=1. (7) The product is: [F:28][C:29]1[CH:34]=[C:33]([C:2]2[N:3]=[C:4]([N:22]3[CH2:27][CH2:26][O:25][CH2:24][CH2:23]3)[C:5]3[S:10][C:9]([CH2:11][N:12]4[CH2:17][CH2:16][N:15]([S:18]([CH3:21])(=[O:20])=[O:19])[CH2:14][CH2:13]4)=[CH:8][C:6]=3[N:7]=2)[CH:32]=[CH:31][N:30]=1. Given the reactants Cl[C:2]1[N:3]=[C:4]([N:22]2[CH2:27][CH2:26][O:25][CH2:24][CH2:23]2)[C:5]2[S:10][C:9]([CH2:11][N:12]3[CH2:17][CH2:16][N:15]([S:18]([CH3:21])(=[O:20])=[O:19])[CH2:14][CH2:13]3)=[CH:8][C:6]=2[N:7]=1.[F:28][C:29]1[CH:34]=[C:33](B(O)O)[CH:32]=[CH:31][N:30]=1, predict the reaction product.